This data is from Full USPTO retrosynthesis dataset with 1.9M reactions from patents (1976-2016). The task is: Predict the reactants needed to synthesize the given product. (1) Given the product [CH:16]1([CH2:19][NH:20][C:21]2[N:22]=[CH:23][C:24]([C:27]3[N:3]=[N:2][N:1]([C:4]4[CH:5]=[C:6]([CH:10]=[CH:11][C:12]=4[CH3:13])[C:7]([OH:9])=[O:8])[CH:28]=3)=[CH:25][CH:26]=2)[CH2:17][CH2:18]1, predict the reactants needed to synthesize it. The reactants are: [N:1]([C:4]1[CH:5]=[C:6]([CH:10]=[CH:11][C:12]=1[CH3:13])[C:7]([OH:9])=[O:8])=[N+:2]=[N-:3].[OH-].[Na+].[CH:16]1([CH2:19][NH:20][C:21]2[CH:26]=[CH:25][C:24]([C:27]#[CH:28])=[CH:23][N:22]=2)[CH2:18][CH2:17]1.O=C1O[C@H]([C@H](CO)O)C([O-])=C1O.[Na+].[NH4+].[OH-]. (2) Given the product [F:16][C:6]1[C:7]([O:14][CH3:15])=[CH:8][CH:9]=[C:10]2[C:5]=1[CH:4]=[C:1]([CH3:2])[NH:11]2, predict the reactants needed to synthesize it. The reactants are: [C:1]([CH2:4][C:5]1[C:6]([F:16])=[C:7]([O:14][CH3:15])[CH:8]=[CH:9][C:10]=1[N+:11]([O-])=O)(=O)[CH3:2].C([O-])(=O)C.[NH4+]. (3) Given the product [N:9]1([C:7]([C:6]2[CH:5]=[C:4]([CH:16]=[CH:15][CH:14]=2)[NH2:1])=[O:8])[CH2:10][CH2:11][CH2:12][CH2:13]1, predict the reactants needed to synthesize it. The reactants are: [N+:1]([C:4]1[CH:5]=[C:6]([CH:14]=[CH:15][CH:16]=1)[C:7]([N:9]1[CH2:13][CH2:12][CH2:11][CH2:10]1)=[O:8])([O-])=O.C([O-])=O.[NH4+]. (4) Given the product [Cl:1][C:2]1[CH:3]=[C:4]2[C:12](=[C:13]([NH:15][C:16]([C@@H:18]3[CH2:19][O:20][C:21]([CH3:29])([CH3:28])[CH2:22][N:23]3[CH2:24][C:25](=[O:27])[N:30]3[CH2:34][CH2:33][CH2:32][CH2:31]3)=[O:17])[CH:14]=1)[NH:11][C:10]1[CH:9]=[N:8][CH:7]=[CH:6][C:5]2=1, predict the reactants needed to synthesize it. The reactants are: [Cl:1][C:2]1[CH:3]=[C:4]2[C:12](=[C:13]([NH:15][C:16]([C@H:18]3[N:23]([CH2:24][C:25]([OH:27])=O)[CH2:22][C:21]([CH3:29])([CH3:28])[O:20][CH2:19]3)=[O:17])[CH:14]=1)[NH:11][C:10]1[CH:9]=[N:8][CH:7]=[CH:6][C:5]2=1.[NH:30]1[CH2:34][CH2:33][CH2:32][CH2:31]1. (5) Given the product [CH2:1]([O:5][CH2:6][CH2:7][O:8][C:9]1[CH:10]=[CH:11][C:12]([C:15]2[CH:16]=[CH:17][C:18]3[N:24]([CH2:25][CH:26]([CH3:27])[CH3:28])[CH2:23][CH2:22][C:21]([C:29]([NH:31][C:32]4[CH:33]=[CH:34][C:35]([S:38]([CH2:39][C:40]5[C:41]([CH3:46])=[N:42][CH:43]=[CH:44][CH:45]=5)=[O:56])=[CH:36][CH:37]=4)=[O:30])=[CH:20][C:19]=3[CH:47]=2)=[CH:13][CH:14]=1)[CH2:2][CH2:3][CH3:4], predict the reactants needed to synthesize it. The reactants are: [CH2:1]([O:5][CH2:6][CH2:7][O:8][C:9]1[CH:14]=[CH:13][C:12]([C:15]2[CH:16]=[CH:17][C:18]3[N:24]([CH2:25][CH:26]([CH3:28])[CH3:27])[CH2:23][CH2:22][C:21]([C:29]([NH:31][C:32]4[CH:37]=[CH:36][C:35]([S:38][CH2:39][C:40]5[C:41]([CH3:46])=[N:42][CH:43]=[CH:44][CH:45]=5)=[CH:34][CH:33]=4)=[O:30])=[CH:20][C:19]=3[CH:47]=2)=[CH:11][CH:10]=1)[CH2:2][CH2:3][CH3:4].ClC1C=CC=C(C(OO)=[O:56])C=1.S([O-])([O-])(=O)=S.[Na+].[Na+]. (6) The reactants are: [Cl-].[Mg+2].[Cl-].[C:4](OCC)(=O)CC(OCC)=O.C(N(CC)CC)C.[F:22][C:23]1[CH:31]=[CH:30][CH:29]=[C:28]([F:32])[C:24]=1[C:25](Cl)=[O:26].Cl. Given the product [CH3:4][C:25]([C:24]1[C:23]([F:22])=[CH:31][CH:30]=[CH:29][C:28]=1[F:32])=[O:26], predict the reactants needed to synthesize it. (7) Given the product [CH3:20][O:19][C:3]1[C:2]([C:22]#[N:23])=[C:7]2[CH:8]=[C:9]([C:11]3[CH:16]=[CH:15][C:14]([O:17][CH3:18])=[CH:13][CH:12]=3)[O:10][C:6]2=[CH:5][CH:4]=1, predict the reactants needed to synthesize it. The reactants are: Br[C:2]1[C:7]2[CH:8]=[C:9]([C:11]3[CH:16]=[CH:15][C:14]([O:17][CH3:18])=[CH:13][CH:12]=3)[O:10][C:6]=2[CH:5]=[CH:4][C:3]=1[O:19][CH3:20].[Cu][C:22]#[N:23].